From a dataset of Reaction yield outcomes from USPTO patents with 853,638 reactions. Predict the reaction yield, written as a fraction of the theoretical maximum amount of product (1.0 means a 100% yield; for example, 0.34 means a 34% yield). (1) The reactants are FC(F)(F)C(O)=O.C(Cl)Cl.O.C(OC([N:19]1[CH2:24][CH2:23][C:22]([CH:32]2[CH2:37][CH2:36][CH2:35][CH2:34][CH2:33]2)([CH2:25][NH:26][C:27]2[S:28][CH:29]=[CH:30][N:31]=2)[CH2:21][CH2:20]1)=O)(C)(C)C.FC(F)(F)C(O)=O. No catalyst specified. The product is [CH:32]1([C:22]2([CH2:25][NH:26][C:27]3[S:28][CH:29]=[CH:30][N:31]=3)[CH2:21][CH2:20][NH:19][CH2:24][CH2:23]2)[CH2:33][CH2:34][CH2:35][CH2:36][CH2:37]1. The yield is 0.960. (2) The reactants are C(O)C.[BH4-].[Na+].[Cl-].[Ca+2].[Cl-].[CH:9]([N:12]([CH:57]([CH3:59])[CH3:58])[C:13]([C:15]1[CH:16]=[C:17]2[C:22](=[CH:23][CH:24]=1)[CH:21]=[C:20]([C:25]([OH:56])([C:32]1[N:33]=[CH:34][N:35]([C:37]([C:50]3[CH:55]=[CH:54][CH:53]=[CH:52][CH:51]=3)([C:44]3[CH:49]=[CH:48][CH:47]=[CH:46][CH:45]=3)[C:38]3[CH:43]=[CH:42][CH:41]=[CH:40][CH:39]=3)[CH:36]=1)[CH2:26][C:27](OCC)=[O:28])[CH:19]=[CH:18]2)=[O:14])([CH3:11])[CH3:10]. The catalyst is O.C1COCC1. The product is [OH:56][C:25]([C:20]1[CH:21]=[C:22]2[C:17](=[CH:18][CH:19]=1)[CH:16]=[C:15]([C:13]([N:12]([CH:57]([CH3:59])[CH3:58])[CH:9]([CH3:10])[CH3:11])=[O:14])[CH:24]=[CH:23]2)([C:32]1[N:33]=[CH:34][N:35]([C:37]([C:44]2[CH:49]=[CH:48][CH:47]=[CH:46][CH:45]=2)([C:50]2[CH:51]=[CH:52][CH:53]=[CH:54][CH:55]=2)[C:38]2[CH:43]=[CH:42][CH:41]=[CH:40][CH:39]=2)[CH:36]=1)[CH2:26][CH2:27][OH:28]. The yield is 0.900. (3) The reactants are [NH2:1][C:2]1[N:7]=[C:6]2[N:8]([CH2:20][CH3:21])[C:9]([C:11]([N:13]([CH:17]3[CH2:19][CH2:18]3)[CH:14]3[CH2:16][CH2:15]3)=[O:12])=[CH:10][C:5]2=[C:4]2[N:22]([CH3:25])[CH:23]=[N:24][C:3]=12.[H-].[Na+].[F:28][C:29]1[CH:30]=[CH:31][C:32]2[S:36][C:35](S(C)=O)=[N:34][C:33]=2[CH:40]=1. The catalyst is CN(C=O)C.C(OCC)(=O)C. The product is [CH:14]1([N:13]([CH:17]2[CH2:19][CH2:18]2)[C:11]([C:9]2[N:8]([CH2:20][CH3:21])[C:6]3=[N:7][C:2]([NH:1][C:35]4[S:36][C:32]5[CH:31]=[CH:30][C:29]([F:28])=[CH:40][C:33]=5[N:34]=4)=[C:3]4[N:24]=[CH:23][N:22]([CH3:25])[C:4]4=[C:5]3[CH:10]=2)=[O:12])[CH2:16][CH2:15]1. The yield is 0.171. (4) The reactants are CC1(C)C(C)(C)OB([C:9]2[C:17]3[C:12](=[N:13][CH:14]=[CH:15][CH:16]=3)[N:11]([S:18]([C:21]3[CH:27]=[CH:26][C:24]([CH3:25])=[CH:23][CH:22]=3)(=[O:20])=[O:19])[CH:10]=2)O1.Br[C:30]1[CH:31]=[C:32]([NH:35][C:36](=[O:42])[O:37][C:38]([CH3:41])([CH3:40])[CH3:39])[S:33][CH:34]=1.C(=O)([O-])[O-].[K+].[K+].O. The catalyst is COCCOC.CCOC(C)=O.[Pd].C1(P(C2C=CC=CC=2)C2C=CC=CC=2)C=CC=CC=1.C1(P(C2C=CC=CC=2)C2C=CC=CC=2)C=CC=CC=1.C1(P(C2C=CC=CC=2)C2C=CC=CC=2)C=CC=CC=1.C1(P(C2C=CC=CC=2)C2C=CC=CC=2)C=CC=CC=1. The product is [S:18]([N:11]1[C:12]2=[N:13][CH:14]=[CH:15][CH:16]=[C:17]2[C:9]([C:30]2[CH:31]=[C:32]([NH:35][C:36](=[O:42])[O:37][C:38]([CH3:40])([CH3:39])[CH3:41])[S:33][CH:34]=2)=[CH:10]1)([C:21]1[CH:27]=[CH:26][C:24]([CH3:25])=[CH:23][CH:22]=1)(=[O:20])=[O:19]. The yield is 0.380. (5) The reactants are Cl[C:2]1[N:7]=[C:6]([NH:8][C:9]2[CH:14]=[CH:13][C:12]([P:15]([CH3:18])([CH3:17])=[O:16])=[CH:11][CH:10]=2)[C:5]([Cl:19])=[CH:4][N:3]=1.[CH3:20][O:21][C:22]1[CH:28]=[C:27]([N:29]2[CH2:34][CH2:33][CH:32]([N:35]3[CH2:40][CH2:39][N:38]([CH3:41])[CH2:37][CH2:36]3)[CH2:31][CH2:30]2)[CH:26]=[CH:25][C:23]=1[NH2:24].C(=O)(O)[O-].[Na+]. The catalyst is COCCO. The product is [Cl:19][C:5]1[C:6]([NH:8][C:9]2[CH:14]=[CH:13][C:12]([P:15]([CH3:18])([CH3:17])=[O:16])=[CH:11][CH:10]=2)=[N:7][C:2]([NH:24][C:23]2[CH:25]=[CH:26][C:27]([N:29]3[CH2:34][CH2:33][CH:32]([N:35]4[CH2:36][CH2:37][N:38]([CH3:41])[CH2:39][CH2:40]4)[CH2:31][CH2:30]3)=[CH:28][C:22]=2[O:21][CH3:20])=[N:3][CH:4]=1. The yield is 0.200.